From a dataset of NCI-60 drug combinations with 297,098 pairs across 59 cell lines. Regression. Given two drug SMILES strings and cell line genomic features, predict the synergy score measuring deviation from expected non-interaction effect. (1) Cell line: ACHN. Drug 2: C1=CC(=CC=C1CCCC(=O)O)N(CCCl)CCCl. Drug 1: CN(C)N=NC1=C(NC=N1)C(=O)N. Synergy scores: CSS=38.0, Synergy_ZIP=-1.41, Synergy_Bliss=4.19, Synergy_Loewe=-6.68, Synergy_HSA=6.03. (2) Drug 1: CCN(CC)CCNC(=O)C1=C(NC(=C1C)C=C2C3=C(C=CC(=C3)F)NC2=O)C. Drug 2: CC1CC(C(C(C=C(C(C(C=CC=C(C(=O)NC2=CC(=O)C(=C(C1)C2=O)OC)C)OC)OC(=O)N)C)C)O)OC. Cell line: UACC62. Synergy scores: CSS=74.6, Synergy_ZIP=10.9, Synergy_Bliss=10.9, Synergy_Loewe=8.02, Synergy_HSA=14.2. (3) Drug 1: CC(C)NC(=O)C1=CC=C(C=C1)CNNC.Cl. Drug 2: CCC1(C2=C(COC1=O)C(=O)N3CC4=CC5=C(C=CC(=C5CN(C)C)O)N=C4C3=C2)O.Cl. Cell line: SF-539. Synergy scores: CSS=34.7, Synergy_ZIP=-16.4, Synergy_Bliss=-28.0, Synergy_Loewe=-24.2, Synergy_HSA=-21.5. (4) Drug 1: CC1=C(C=C(C=C1)NC(=O)C2=CC=C(C=C2)CN3CCN(CC3)C)NC4=NC=CC(=N4)C5=CN=CC=C5. Drug 2: CCN(CC)CCNC(=O)C1=C(NC(=C1C)C=C2C3=C(C=CC(=C3)F)NC2=O)C. Cell line: TK-10. Synergy scores: CSS=-1.69, Synergy_ZIP=0.741, Synergy_Bliss=-2.28, Synergy_Loewe=-6.35, Synergy_HSA=-5.10. (5) Drug 1: CC(CN1CC(=O)NC(=O)C1)N2CC(=O)NC(=O)C2. Drug 2: CC1C(C(CC(O1)OC2CC(CC3=C2C(=C4C(=C3O)C(=O)C5=C(C4=O)C(=CC=C5)OC)O)(C(=O)C)O)N)O.Cl. Cell line: MALME-3M. Synergy scores: CSS=31.0, Synergy_ZIP=0.904, Synergy_Bliss=7.38, Synergy_Loewe=-10.8, Synergy_HSA=6.51. (6) Drug 1: C(=O)(N)NO. Drug 2: CN(CCCl)CCCl.Cl. Cell line: SK-MEL-5. Synergy scores: CSS=12.8, Synergy_ZIP=-7.04, Synergy_Bliss=2.90, Synergy_Loewe=-15.3, Synergy_HSA=2.89. (7) Drug 1: COC1=CC(=CC(=C1O)OC)C2C3C(COC3=O)C(C4=CC5=C(C=C24)OCO5)OC6C(C(C7C(O6)COC(O7)C8=CC=CS8)O)O. Drug 2: CCCS(=O)(=O)NC1=C(C(=C(C=C1)F)C(=O)C2=CNC3=C2C=C(C=N3)C4=CC=C(C=C4)Cl)F. Cell line: MDA-MB-435. Synergy scores: CSS=18.6, Synergy_ZIP=-5.44, Synergy_Bliss=-1.31, Synergy_Loewe=-6.92, Synergy_HSA=-1.10.